Dataset: Full USPTO retrosynthesis dataset with 1.9M reactions from patents (1976-2016). Task: Predict the reactants needed to synthesize the given product. (1) The reactants are: [N:1]1([C:7]2[CH:14]=[CH:13][CH:12]=[CH:11][C:8]=2[C:9]#N)[CH2:6][CH2:5][CH2:4][CH2:3][CH2:2]1.[CH2:15]([Mg]Br)[CH:16]([CH3:18])[CH3:17].Cl.[BH4-].[Na+].C1C[O:27]CC1. Given the product [CH3:15][CH:16]([CH3:18])[CH2:17][CH:9]([C:8]1[CH:11]=[CH:12][CH:13]=[CH:14][C:7]=1[N:1]1[CH2:6][CH2:5][CH2:4][CH2:3][CH2:2]1)[OH:27], predict the reactants needed to synthesize it. (2) Given the product [CH2:33]([N:28]1[CH:29]=[C:9]2[C:10]([N:11]=[C:12]([C:20]3[CH:25]=[CH:24][C:23]([F:26])=[CH:22][CH:21]=3)[C:13]([C:14]3[CH:15]=[CH:16][N:17]=[CH:18][CH:19]=3)=[C:8]2[C:5]2[CH:6]=[CH:7][C:2]([F:1])=[CH:3][CH:4]=2)=[N:27]1)[CH3:34].[CH2:33]([N:27]1[C:10]2=[N:11][C:12]([C:20]3[CH:25]=[CH:24][C:23]([F:26])=[CH:22][CH:21]=3)=[C:13]([C:14]3[CH:15]=[CH:16][N:17]=[CH:18][CH:19]=3)[C:8]([C:5]3[CH:6]=[CH:7][C:2]([F:1])=[CH:3][CH:4]=3)=[C:9]2[CH:29]=[N:28]1)[CH3:34], predict the reactants needed to synthesize it. The reactants are: [F:1][C:2]1[CH:7]=[CH:6][C:5]([C:8]2[C:13]([C:14]3[CH:19]=[CH:18][N:17]=[CH:16][CH:15]=3)=[C:12]([C:20]3[CH:25]=[CH:24][C:23]([F:26])=[CH:22][CH:21]=3)[N:11]=[C:10]3[NH:27][N:28]=[CH:29][C:9]=23)=[CH:4][CH:3]=1.[OH-].[K+].O.[CH3:33][CH2:34]OC(C)=O. (3) Given the product [CH2:1]([C:4]1[C:13]([O:14][CH3:26])=[C:12]([O:15][CH3:16])[CH:11]=[C:10]2[C:5]=1[C:6]([NH:17][C:18]1[CH:23]=[CH:22][C:21]([Br:24])=[CH:20][C:19]=1[F:25])=[N:7][CH:8]=[N:9]2)[CH:2]=[CH2:3], predict the reactants needed to synthesize it. The reactants are: [CH2:1]([C:4]1[C:13]([OH:14])=[C:12]([O:15][CH3:16])[CH:11]=[C:10]2[C:5]=1[C:6]([NH:17][C:18]1[CH:23]=[CH:22][C:21]([Br:24])=[CH:20][C:19]=1[F:25])=[N:7][CH:8]=[N:9]2)[CH:2]=[CH2:3].[C:26]([O-])([O-])=O.[K+].[K+].CI. (4) Given the product [CH3:30][O:31][CH2:32][CH2:33][C:34]([N:1]1[C:10]2[C:5](=[CH:6][CH:7]=[CH:8][CH:9]=2)[CH2:4][CH2:3][CH:2]1[CH2:11][N:12]1[CH2:17][CH2:16][N:15]([C:18]2[CH:23]=[CH:22][CH:21]=[CH:20][C:19]=2[O:24][CH2:25][C:26]([F:28])([F:29])[F:27])[CH2:14][CH2:13]1)=[O:35], predict the reactants needed to synthesize it. The reactants are: [NH:1]1[C:10]2[C:5](=[CH:6][CH:7]=[CH:8][CH:9]=2)[CH2:4][CH2:3][CH:2]1[CH2:11][N:12]1[CH2:17][CH2:16][N:15]([C:18]2[CH:23]=[CH:22][CH:21]=[CH:20][C:19]=2[O:24][CH2:25][C:26]([F:29])([F:28])[F:27])[CH2:14][CH2:13]1.[CH3:30][O:31][CH2:32][CH2:33][C:34](Cl)=[O:35]. (5) Given the product [O:47]=[C:19]1[CH:20]=[CH:21][CH:22]=[CH:23][CH:18]1[CH2:17][C@@H:16]1[CH2:15][O:14][CH2:13][N:12]1[C:10](=[O:11])[C@@H:9]([CH2:8][C:5]1[CH:6]=[CH:7][C:2]([Cl:1])=[CH:3][CH:4]=1)[CH2:36][C:37]([O:39][C:40]([CH3:43])([CH3:42])[CH3:41])=[O:38], predict the reactants needed to synthesize it. The reactants are: [Cl:1][C:2]1[CH:7]=[CH:6][C:5]([CH2:8][CH2:9][C:10]([N:12]2[C@H:16]([CH2:17][C:18]3[CH:23]=[CH:22][CH:21]=[CH:20][CH:19]=3)[CH2:15][O:14][C:13]2=O)=[O:11])=[CH:4][CH:3]=1.C[Si]([N-][Si](C)(C)C)(C)C.[Na+].Br[CH2:36][C:37]([O:39][C:40]([CH3:43])([CH3:42])[CH3:41])=[O:38].C1C[O:47]CC1. (6) Given the product [CH2:3]([N:5]([C@@H:6]([CH3:20])[CH2:7][N:8]1[CH:12]=[CH:11][C:10]([C:13]2[CH:18]=[CH:17][C:16]([F:19])=[CH:15][N:14]=2)=[N:9]1)[C:27](=[O:28])[C:26]1[CH:30]=[C:22]([CH3:21])[CH:23]=[CH:24][C:25]=1[N:31]1[N:35]=[CH:34][CH:33]=[N:32]1)[CH3:4], predict the reactants needed to synthesize it. The reactants are: Cl.Cl.[CH2:3]([NH:5][C@@H:6]([CH3:20])[CH2:7][N:8]1[CH:12]=[CH:11][C:10]([C:13]2[CH:18]=[CH:17][C:16]([F:19])=[CH:15][N:14]=2)=[N:9]1)[CH3:4].[CH3:21][C:22]1[CH:23]=[CH:24][C:25]([N:31]2[N:35]=[CH:34][CH:33]=[N:32]2)=[C:26]([CH:30]=1)[C:27](O)=[O:28].CN(C(ON1N=NC2C=CC=NC1=2)=[N+](C)C)C.F[P-](F)(F)(F)(F)F.CCN(C(C)C)C(C)C.